From a dataset of Full USPTO retrosynthesis dataset with 1.9M reactions from patents (1976-2016). Predict the reactants needed to synthesize the given product. (1) Given the product [NH2:19][C:11]1[O:12][C@H:13]([C:15]([F:17])([F:18])[F:16])[CH2:14][C@:9]([C:3]2[CH:4]=[C:5]([C:31]#[C:32][C:33]3[CH:2]=[C:3]([C:9]#[N:10])[CH:4]=[N:30][CH:34]=3)[CH:6]=[CH:7][C:2]=2[F:1])([CH3:20])[N:10]=1, predict the reactants needed to synthesize it. The reactants are: [F:1][C:2]1[CH:7]=[C:6](C)[CH:5]=[CH:4][C:3]=1[C@:9]1([CH3:20])[CH2:14][C@@H:13]([C:15]([F:18])([F:17])[F:16])[O:12][C:11]([NH2:19])=[N:10]1.FC(F)(F)S(O)(=O)=O.I[N:30]1[C:34](=O)[CH2:33][CH2:32][C:31]1=O.C([O-])(O)=O.[Na+]. (2) Given the product [CH2:1]([O:5][CH2:6][CH2:7][O:8][C:9]1[CH:10]=[CH:11][C:12]([C:15]2[CH:16]=[C:17](/[CH:27]=[C:28](\[CH3:34])/[C:29]([OH:31])=[O:30])[C:18]([N:21]3[CH2:25][CH2:24][CH:23]([CH3:26])[CH2:22]3)=[N:19][CH:20]=2)=[CH:13][CH:14]=1)[CH2:2][CH2:3][CH3:4], predict the reactants needed to synthesize it. The reactants are: [CH2:1]([O:5][CH2:6][CH2:7][O:8][C:9]1[CH:14]=[CH:13][C:12]([C:15]2[CH:16]=[C:17](/[CH:27]=[C:28](\[CH3:34])/[C:29]([O:31]CC)=[O:30])[C:18]([N:21]3[CH2:25][CH2:24][CH:23]([CH3:26])[CH2:22]3)=[N:19][CH:20]=2)=[CH:11][CH:10]=1)[CH2:2][CH2:3][CH3:4].[OH-].[Na+].O.Cl.